Task: Predict the reaction yield, written as a fraction of the theoretical maximum amount of product (1.0 means a 100% yield; for example, 0.34 means a 34% yield).. Dataset: Reaction yield outcomes from USPTO patents with 853,638 reactions (1) The reactants are C([N:5]1[C:9](=[O:10])[C:8]([NH:11][CH2:12][CH2:13][CH2:14][CH2:15][C:16]2[CH:21]=[CH:20][CH:19]=[CH:18][CH:17]=2)=[C:7]([C:22]2[CH:27]=[CH:26][CH:25]=[CH:24][CH:23]=2)[S:6]1(=[O:29])=[O:28])(C)(C)C.C(=O)([O-])[O-].[K+].[K+].[CH2:36](Br)[C:37]1[CH:42]=[CH:41][CH:40]=[CH:39][CH:38]=1. The catalyst is C(O)(C(F)(F)F)=O. The product is [CH2:36]([N:5]1[C:9](=[O:10])[C:8]([NH:11][CH2:12][CH2:13][CH2:14][CH2:15][C:16]2[CH:21]=[CH:20][CH:19]=[CH:18][CH:17]=2)=[C:7]([C:22]2[CH:27]=[CH:26][CH:25]=[CH:24][CH:23]=2)[S:6]1(=[O:28])=[O:29])[C:37]1[CH:42]=[CH:41][CH:40]=[CH:39][CH:38]=1. The yield is 0.540. (2) The reactants are [F:1][C:2]([F:14])([C:6]1[CH:11]=[CH:10][CH:9]=[C:8]([F:12])[C:7]=1[CH3:13])[C:3]([OH:5])=O.P(Cl)(Cl)(Cl)=O.Cl.[NH2:21][CH2:22][C:23]1[CH:24]=[C:25]2[C:29](=[CH:30][CH:31]=1)[C:28](=[O:32])[N:27]([CH:33]1[CH2:38][CH2:37][C:36](=[O:39])[NH:35][C:34]1=[O:40])[CH2:26]2.C(=O)(O)[O-].[Na+]. The catalyst is N1C=CC=CC=1. The product is [O:40]=[C:34]1[CH:33]([N:27]2[CH2:26][C:25]3[C:29](=[CH:30][CH:31]=[C:23]([CH2:22][NH:21][C:3](=[O:5])[C:2]([F:1])([F:14])[C:6]4[CH:11]=[CH:10][CH:9]=[C:8]([F:12])[C:7]=4[CH3:13])[CH:24]=3)[C:28]2=[O:32])[CH2:38][CH2:37][C:36](=[O:39])[NH:35]1. The yield is 0.180. (3) The reactants are Cl[C:2]1[N:7]=[C:6](SC#N)[C:5]([N+:11]([O-:13])=[O:12])=[CH:4][N:3]=1.[F:14][C:15]([F:26])([F:25])[O:16][C:17]1[CH:24]=[CH:23][CH:22]=[CH:21][C:18]=1[CH2:19][NH2:20].CC[N:29]([CH:33]([CH3:35])[CH3:34])C(C)C. The catalyst is CN(C=O)C.CCOC(C)=O. The product is [NH2:29][C@H:33]1[CH2:34][CH2:21][C@H:18]([CH2:19][NH:20][C:6]2[C:5]([N+:11]([O-:13])=[O:12])=[CH:4][N:3]=[C:2]([NH:20][CH2:19][C:18]3[CH:21]=[CH:22][CH:23]=[CH:24][C:17]=3[O:16][C:15]([F:25])([F:26])[F:14])[N:7]=2)[CH2:17][CH2:35]1. The yield is 0.420. (4) The reactants are C(OC([N:8]1[CH:13]([CH3:14])[CH2:12][N:11]([C:15]2[CH:16]=[N:17][C:18]([NH:21][C:22]3[N:23]=[CH:24][C:25]4[C:31]([CH3:32])=[C:30]([Br:33])[C:29](=[O:34])[N:28]([CH:35]5[CH2:39][CH2:38][CH2:37][CH2:36]5)[C:26]=4[N:27]=3)=[CH:19][CH:20]=2)[CH2:10][CH:9]1[CH3:40])=O)(C)(C)C.[Cl:41]CCl. The catalyst is Cl. The product is [ClH:41].[Br:33][C:30]1[C:29](=[O:34])[N:28]([CH:35]2[CH2:36][CH2:37][CH2:38][CH2:39]2)[C:26]2[N:27]=[C:22]([NH:21][C:18]3[CH:19]=[CH:20][C:15]([N:11]4[CH2:12][CH:13]([CH3:14])[NH:8][CH:9]([CH3:40])[CH2:10]4)=[CH:16][N:17]=3)[N:23]=[CH:24][C:25]=2[C:31]=1[CH3:32]. The yield is 0.714.